From a dataset of Catalyst prediction with 721,799 reactions and 888 catalyst types from USPTO. Predict which catalyst facilitates the given reaction. (1) Reactant: C([O:3][C:4](=O)[C:5]1[CH:10]=[CH:9][C:8]([NH:11][C:12]([NH:14][C:15]2[N:16]([CH3:24])[N:17]=[C:18]([C:20]([CH3:23])([CH3:22])[CH3:21])[CH:19]=2)=[O:13])=[CH:7][CH:6]=1)C.CC(C[AlH]CC(C)C)C.C(OCC)(=O)C.C(C(C(C([O-])=O)O)O)([O-])=O.[Na+].[Na+]. Product: [C:20]([C:18]1[CH:19]=[C:15]([NH:14][C:12]([NH:11][C:8]2[CH:7]=[CH:6][C:5]([CH2:4][OH:3])=[CH:10][CH:9]=2)=[O:13])[N:16]([CH3:24])[N:17]=1)([CH3:23])([CH3:21])[CH3:22]. The catalyst class is: 2. (2) Reactant: [F:1][C:2]1[CH:3]=[C:4]([CH2:8][C:9]([OH:11])=O)[CH:5]=[CH:6][CH:7]=1.C(Cl)(=O)C(Cl)=O.[Br:18][C:19]1[CH:24]=[CH:23][C:22]([O:25]C)=[CH:21][CH:20]=1.[Al+3].[Cl-].[Cl-].[Cl-]. Product: [Br:18][C:19]1[CH:20]=[CH:21][C:22]([OH:25])=[C:23]([C:9](=[O:11])[CH2:8][C:4]2[CH:5]=[CH:6][CH:7]=[C:2]([F:1])[CH:3]=2)[CH:24]=1. The catalyst class is: 139. (3) Reactant: [NH2:1][C:2]1[CH:3]=[C:4]([C:8]2[C:9]3[C:16]([C:17]([O:19][CH2:20][CH3:21])=[O:18])=[CH:15][NH:14][C:10]=3[N:11]=[CH:12][N:13]=2)[CH:5]=[CH:6][CH:7]=1.[F:22][C:23]([F:28])([F:27])[CH:24](O)O.C([BH3-])#N.[Na+].C(=O)([O-])[O-].[Na+].[Na+]. Product: [F:22][C:23]([F:28])([F:27])[CH2:24][NH:1][C:2]1[CH:3]=[C:4]([C:8]2[C:9]3[C:16]([C:17]([O:19][CH2:20][CH3:21])=[O:18])=[CH:15][NH:14][C:10]=3[N:11]=[CH:12][N:13]=2)[CH:5]=[CH:6][CH:7]=1. The catalyst class is: 2. (4) The catalyst class is: 3. Product: [CH2:19]([O:22][C:4]1[CH:9]=[C:8]([N+:10]([O-:12])=[O:11])[CH:7]=[CH:6][C:5]=1[N:13]1[CH:17]=[N:16][C:15]([CH3:18])=[N:14]1)[CH:20]=[CH2:21]. Reactant: [H-].[Na+].F[C:4]1[CH:9]=[C:8]([N+:10]([O-:12])=[O:11])[CH:7]=[CH:6][C:5]=1[N:13]1[CH:17]=[N:16][C:15]([CH3:18])=[N:14]1.[CH2:19]([OH:22])[CH:20]=[CH2:21].